Dataset: Forward reaction prediction with 1.9M reactions from USPTO patents (1976-2016). Task: Predict the product of the given reaction. (1) Given the reactants Cl[C:2]1[C:11]2[C:6](=[CH:7][CH:8]=[C:9]([OH:12])[CH:10]=2)[N:5]=[C:4]([N:13]2[CH2:19][C:18]3[CH:20]=[CH:21][CH:22]=[CH:23][C:17]=3[S:16](=[O:25])(=[O:24])[CH2:15][CH2:14]2)[CH:3]=1.[CH2:26]([NH2:30])[CH2:27][CH2:28][NH2:29], predict the reaction product. The product is: [NH2:29][CH2:28][CH2:27][CH2:26][NH:30][C:2]1[C:11]2[C:6](=[CH:7][CH:8]=[C:9]([OH:12])[CH:10]=2)[N:5]=[C:4]([N:13]2[CH2:19][C:18]3[CH:20]=[CH:21][CH:22]=[CH:23][C:17]=3[S:16](=[O:25])(=[O:24])[CH2:15][CH2:14]2)[CH:3]=1. (2) Given the reactants [OH:1][C:2]1[C:7]([NH2:8])=[CH:6][C:5]([Br:9])=[CH:4][N:3]=1.N1C=CC=CC=1.[F:16][C:17]([F:28])([F:27])[C:18]1[CH:26]=[CH:25][C:21]([C:22](Cl)=[O:23])=[CH:20][CH:19]=1, predict the reaction product. The product is: [Br:9][C:5]1[CH:6]=[C:7]([NH:8][C:22](=[O:23])[C:21]2[CH:25]=[CH:26][C:18]([C:17]([F:16])([F:27])[F:28])=[CH:19][CH:20]=2)[C:2]([OH:1])=[N:3][CH:4]=1. (3) Given the reactants [CH3:1][O:2][C:3]1[CH:4]=[C:5]([N:12]2[CH2:17][CH2:16][CH:15]([C:18]([OH:20])=O)[CH2:14][CH2:13]2)[CH:6]=[CH:7][C:8]=1[N+:9]([O-:11])=[O:10].[NH:21]1[CH2:26][CH2:25][O:24][CH2:23][CH2:22]1.CCN(C(C)C)C(C)C.CN(C(ON1N=NC2C=CC=NC1=2)=[N+](C)C)C.F[P-](F)(F)(F)(F)F, predict the reaction product. The product is: [CH3:1][O:2][C:3]1[CH:4]=[C:5]([N:12]2[CH2:13][CH2:14][CH:15]([C:18]([N:21]3[CH2:26][CH2:25][O:24][CH2:23][CH2:22]3)=[O:20])[CH2:16][CH2:17]2)[CH:6]=[CH:7][C:8]=1[N+:9]([O-:11])=[O:10]. (4) Given the reactants [Cl:1][C:2]1[CH:7]=[CH:6][C:5]([C:8]2(O)[C:13]3[CH:14]=[C:15]([C:17]4[CH:22]=[CH:21][N:20]=[CH:19][CH:18]=4)[S:16][C:12]=3[S:11](=[O:24])(=[O:23])[NH:10][CH2:9]2)=[CH:4][CH:3]=1.C([SiH](CC)CC)C.FC(F)(F)S(O)(=O)=O.C([O-])(O)=O.[Na+], predict the reaction product. The product is: [Cl:1][C:2]1[CH:7]=[CH:6][C:5]([C:8]2[C:13]3[CH:14]=[C:15]([C:17]4[CH:18]=[CH:19][N:20]=[CH:21][CH:22]=4)[S:16][C:12]=3[S:11](=[O:24])(=[O:23])[NH:10][CH:9]=2)=[CH:4][CH:3]=1. (5) Given the reactants [Cl:1][C:2]1[CH:3]=[C:4]([NH:9][C:10]2[C:19]3[C:14](=[CH:15][C:16]([O:21][CH2:22][CH2:23][O:24][CH3:25])=[C:17]([NH2:20])[CH:18]=3)[N:13]=[CH:12][N:11]=2)[CH:5]=[CH:6][C:7]=1[F:8].[Br:26][CH2:27]/[CH:28]=[CH:29]/[C:30](Cl)=[O:31].O, predict the reaction product. The product is: [Br:26][CH2:27]/[CH:28]=[CH:29]/[C:30]([NH:20][C:17]1[CH:18]=[C:19]2[C:14](=[CH:15][C:16]=1[O:21][CH2:22][CH2:23][O:24][CH3:25])[N:13]=[CH:12][N:11]=[C:10]2[NH:9][C:4]1[CH:5]=[CH:6][C:7]([F:8])=[C:2]([Cl:1])[CH:3]=1)=[O:31]. (6) Given the reactants [C:12]([O:11][C:9](O[C:9]([O:11][C:12]([CH3:15])([CH3:14])[CH3:13])=[O:10])=[O:10])([CH3:15])([CH3:14])[CH3:13].C(N(CC)CC)C.[Si:23]([O:30][CH2:31][CH2:32][O:33][C:34]1[CH:35]=[C:36]2[C:41](=[CH:42][CH:43]=1)[N:40]=[C:39]([C:44]1[CH:51]=[CH:50][C:47]([NH:48][CH3:49])=[CH:46][CH:45]=1)[CH:38]=[N:37]2)([C:26]([CH3:29])([CH3:28])[CH3:27])([CH3:25])[CH3:24], predict the reaction product. The product is: [C:12]([O:11][C:9](=[O:10])[N:48]([C:47]1[CH:50]=[CH:51][C:44]([C:39]2[CH:38]=[N:37][C:36]3[C:41](=[CH:42][CH:43]=[C:34]([O:33][CH2:32][CH2:31][O:30][Si:23]([C:26]([CH3:29])([CH3:28])[CH3:27])([CH3:25])[CH3:24])[CH:35]=3)[N:40]=2)=[CH:45][CH:46]=1)[CH3:49])([CH3:13])([CH3:14])[CH3:15].